This data is from NCI-60 drug combinations with 297,098 pairs across 59 cell lines. The task is: Regression. Given two drug SMILES strings and cell line genomic features, predict the synergy score measuring deviation from expected non-interaction effect. (1) Drug 1: CCC1=CC2CC(C3=C(CN(C2)C1)C4=CC=CC=C4N3)(C5=C(C=C6C(=C5)C78CCN9C7C(C=CC9)(C(C(C8N6C)(C(=O)OC)O)OC(=O)C)CC)OC)C(=O)OC.C(C(C(=O)O)O)(C(=O)O)O. Drug 2: CC1C(C(CC(O1)OC2CC(OC(C2O)C)OC3=CC4=CC5=C(C(=O)C(C(C5)C(C(=O)C(C(C)O)O)OC)OC6CC(C(C(O6)C)O)OC7CC(C(C(O7)C)O)OC8CC(C(C(O8)C)O)(C)O)C(=C4C(=C3C)O)O)O)O. Cell line: SK-MEL-5. Synergy scores: CSS=30.4, Synergy_ZIP=1.86, Synergy_Bliss=8.02, Synergy_Loewe=-3.15, Synergy_HSA=6.72. (2) Drug 1: C1=NC2=C(N1)C(=S)N=CN2. Drug 2: C(CC(=O)O)C(=O)CN.Cl. Cell line: RPMI-8226. Synergy scores: CSS=66.6, Synergy_ZIP=-3.10, Synergy_Bliss=2.36, Synergy_Loewe=0.790, Synergy_HSA=5.51. (3) Drug 1: C1CNP(=O)(OC1)N(CCCl)CCCl. Drug 2: CC1CCCC2(C(O2)CC(NC(=O)CC(C(C(=O)C(C1O)C)(C)C)O)C(=CC3=CSC(=N3)C)C)C. Cell line: ACHN. Synergy scores: CSS=12.0, Synergy_ZIP=-5.00, Synergy_Bliss=-5.52, Synergy_Loewe=-29.9, Synergy_HSA=-6.05.